Task: Predict the product of the given reaction.. Dataset: Forward reaction prediction with 1.9M reactions from USPTO patents (1976-2016) (1) Given the reactants [F:1][C:2]1[CH:21]=[CH:20][CH:19]=[CH:18][C:3]=1[CH2:4][N:5]1[C:9]2=[N:10][CH:11]=[CH:12][CH:13]=[C:8]2[C:7]([C:14](=[N:16][OH:17])[NH2:15])=[N:6]1.N1C=CC=CC=1.Cl[C:29](OCC(CC)CCCC)=[O:30].O, predict the reaction product. The product is: [F:1][C:2]1[CH:21]=[CH:20][CH:19]=[CH:18][C:3]=1[CH2:4][N:5]1[C:9]2=[N:10][CH:11]=[CH:12][CH:13]=[C:8]2[C:7]([C:14]2[NH:15][C:29](=[O:30])[O:17][N:16]=2)=[N:6]1. (2) Given the reactants C([Li])CCC.[Si:6]([O:23][CH2:24][C:25]1[CH:26]=[N:27][CH:28]=[C:29]([F:31])[CH:30]=1)([C:19]([CH3:22])([CH3:21])[CH3:20])([C:13]1[CH:18]=[CH:17][CH:16]=[CH:15][CH:14]=1)[C:7]1[CH:12]=[CH:11][CH:10]=[CH:9][CH:8]=1.[F:32][C:33]1[CH:40]=[CH:39][C:38]([F:41])=[CH:37][C:34]=1[CH:35]=[O:36].C(=O)(O)[O-].[Na+], predict the reaction product. The product is: [Si:6]([O:23][CH2:24][C:25]1[CH:30]=[C:29]([F:31])[C:28]([CH:35]([C:34]2[CH:37]=[C:38]([F:41])[CH:39]=[CH:40][C:33]=2[F:32])[OH:36])=[N:27][CH:26]=1)([C:19]([CH3:21])([CH3:22])[CH3:20])([C:13]1[CH:14]=[CH:15][CH:16]=[CH:17][CH:18]=1)[C:7]1[CH:12]=[CH:11][CH:10]=[CH:9][CH:8]=1. (3) Given the reactants [CH2:1]([O:4][CH:5]1[CH2:10][CH2:9][CH2:8][CH2:7][O:6]1)[C:2]#[CH:3].[Li]CCCC.[CH:16](=[O:23])[C:17]1[CH:22]=[CH:21][CH:20]=[CH:19][CH:18]=1.C([O-])(O)=O.[Na+], predict the reaction product. The product is: [C:17]1([CH:16]([OH:23])[C:3]#[C:2][CH2:1][O:4][CH:5]2[CH2:10][CH2:9][CH2:8][CH2:7][O:6]2)[CH:22]=[CH:21][CH:20]=[CH:19][CH:18]=1. (4) Given the reactants [C:1]([O:5][C:6]([C:8]1[N:9]=[C:10]([C:39]([F:42])([F:41])[F:40])[N:11]2[CH2:16][CH2:15][N:14]([C:17](=[O:38])[CH2:18][C@H:19]([NH:30]C(OC(C)(C)C)=O)[CH2:20][C:21]3[CH:26]=[C:25]([F:27])[C:24]([F:28])=[CH:23][C:22]=3[F:29])[CH2:13][C:12]=12)=[O:7])([CH3:4])([CH3:3])[CH3:2].[ClH:43], predict the reaction product. The product is: [ClH:43].[C:1]([O:5][C:6]([C:8]1[N:9]=[C:10]([C:39]([F:40])([F:41])[F:42])[N:11]2[CH2:16][CH2:15][N:14]([C:17](=[O:38])[CH2:18][C@H:19]([NH2:30])[CH2:20][C:21]3[CH:26]=[C:25]([F:27])[C:24]([F:28])=[CH:23][C:22]=3[F:29])[CH2:13][C:12]=12)=[O:7])([CH3:4])([CH3:2])[CH3:3].